This data is from Catalyst prediction with 721,799 reactions and 888 catalyst types from USPTO. The task is: Predict which catalyst facilitates the given reaction. (1) Reactant: C(N(CC)CC)C.[OH:8][N:9]1[C:13](=[O:14])[C:12]2=[CH:15][CH:16]=[CH:17][CH:18]=[C:11]2[C:10]1=[O:19].[NH2:20][C:21]1[C:30]2[N:31]=[C:32]([CH2:43]Cl)[N:33]([CH2:34][CH2:35][CH2:36][NH:37][C:38](=[O:42])[CH:39]([CH3:41])[CH3:40])[C:29]=2[C:28]2[N:27]=[CH:26][CH:25]=[CH:24][C:23]=2[N:22]=1. Product: [NH2:20][C:21]1[C:30]2[N:31]=[C:32]([CH2:43][O:8][N:9]3[C:10](=[O:19])[C:11]4[C:12](=[CH:15][CH:16]=[CH:17][CH:18]=4)[C:13]3=[O:14])[N:33]([CH2:34][CH2:35][CH2:36][NH:37][C:38](=[O:42])[CH:39]([CH3:41])[CH3:40])[C:29]=2[C:28]2[N:27]=[CH:26][CH:25]=[CH:24][C:23]=2[N:22]=1. The catalyst class is: 3. (2) Reactant: Cl[C:2]1[C:11]([O:12][CH2:13][CH:14]2[CH2:16][CH2:15]2)=[C:10]([Cl:17])[C:9]2[C:4](=[CH:5][CH:6]=[C:7]([C:18]([C:30]3[N:34]([CH3:35])[CH:33]=[N:32][CH:31]=3)([C:20]3[CH:21]=[N:22][C:23]([C:26]([F:29])([F:28])[F:27])=[CH:24][CH:25]=3)[OH:19])[CH:8]=2)[N:3]=1.[C:36](O)(C(F)(F)F)=[O:37].C[O-].[Na+]. Product: [Cl:17][C:10]1[C:9]2[C:4](=[CH:5][CH:6]=[C:7]([C:18]([C:30]3[N:34]([CH3:35])[CH:33]=[N:32][CH:31]=3)([C:20]3[CH:21]=[N:22][C:23]([C:26]([F:29])([F:27])[F:28])=[CH:24][CH:25]=3)[OH:19])[CH:8]=2)[N:3]=[C:2]([O:37][CH3:36])[C:11]=1[O:12][CH2:13][CH:14]1[CH2:15][CH2:16]1. The catalyst class is: 308. (3) Reactant: C(N(CC)CC)C.[CH3:8][S:9](Cl)(=[O:11])=[O:10].[CH2:13]([O:15][C:16](=[O:38])[CH:17]([O:35][CH2:36][CH3:37])[CH2:18][C:19]1[CH:24]=[CH:23][C:22]([O:25][CH2:26][CH2:27][C:28]2[CH:33]=[CH:32][C:31]([NH2:34])=[CH:30][CH:29]=2)=[CH:21][CH:20]=1)[CH3:14].Cl. Product: [CH2:13]([O:15][C:16](=[O:38])[CH:17]([O:35][CH2:36][CH3:37])[CH2:18][C:19]1[CH:24]=[CH:23][C:22]([O:25][CH2:26][CH2:27][C:28]2[CH:29]=[CH:30][C:31]([NH:34][S:9]([CH3:8])(=[O:11])=[O:10])=[CH:32][CH:33]=2)=[CH:21][CH:20]=1)[CH3:14]. The catalyst class is: 4. (4) Product: [O:6]1[CH:10]=[CH:9][CH:8]=[C:7]1[C:11]1[CH:20]=[C:19]2[C:14]([C:15](=[N:24][OH:25])[CH:16]([CH3:21])[CH2:17][O:18]2)=[CH:13][CH:12]=1. The catalyst class is: 5. Reactant: C([O-])(=O)C.[Na+].[O:6]1[CH:10]=[CH:9][CH:8]=[C:7]1[C:11]1[CH:20]=[C:19]2[C:14]([C:15](=O)[CH:16]([CH3:21])[CH2:17][O:18]2)=[CH:13][CH:12]=1.Cl.[NH2:24][OH:25]. (5) Reactant: [CH2:1]([C:4]1[CH:9]=[CH:8][C:7]([OH:10])=[C:6]([O:11][CH3:12])[CH:5]=1)[CH:2]=[CH2:3].C1(C)C=CC(S(NN)(=O)=O)=CC=1.CC([O-])=O.[Na+]. Product: [CH3:12][O:11][C:6]1[CH:5]=[C:4]([CH2:1][CH2:2][CH3:3])[CH:9]=[CH:8][C:7]=1[OH:10]. The catalyst class is: 762.